Predict the reactants needed to synthesize the given product. From a dataset of Full USPTO retrosynthesis dataset with 1.9M reactions from patents (1976-2016). (1) The reactants are: [O:1]=[C:2]1[C:14]2[NH:13][C:12]3[C:7](=[CH:8][C:9]([C:15]#[N:16])=[CH:10][CH:11]=3)[C:6]=2[CH2:5][CH2:4][CH2:3]1.[OH-].[K+].[S:19](Cl)([C:22]1[CH:28]=[CH:27][C:25]([CH3:26])=[CH:24][CH:23]=1)(=[O:21])=[O:20]. Given the product [O:1]=[C:2]1[C:14]2[N:13]([S:19]([C:22]3[CH:28]=[CH:27][C:25]([CH3:26])=[CH:24][CH:23]=3)(=[O:21])=[O:20])[C:12]3[C:7](=[CH:8][C:9]([C:15]#[N:16])=[CH:10][CH:11]=3)[C:6]=2[CH2:5][CH2:4][CH2:3]1, predict the reactants needed to synthesize it. (2) The reactants are: Cl[C:2]1[C:3]2[CH2:17][CH2:16][CH2:15][C:4]=2[N:5]=[C:6]([C:8]2[CH:13]=[CH:12][CH:11]=[C:10]([Cl:14])[CH:9]=2)[N:7]=1.[NH2:18][C:19]1[CH:24]=[CH:23][CH:22]=[CH:21][CH:20]=1. Given the product [Cl:14][C:10]1[CH:9]=[C:8]([C:6]2[N:7]=[C:2]([NH:18][C:19]3[CH:24]=[CH:23][CH:22]=[CH:21][CH:20]=3)[C:3]3[CH2:17][CH2:16][CH2:15][C:4]=3[N:5]=2)[CH:13]=[CH:12][CH:11]=1, predict the reactants needed to synthesize it. (3) Given the product [F:15][C:16]([F:21])([F:20])[CH:17]([O:19][C:6]1[N:7]=[CH:8][C:9]([C:12]([OH:14])=[O:13])=[N:10][CH:11]=1)[CH3:18], predict the reactants needed to synthesize it. The reactants are: C[C@H](O[C:6]1[N:7]=[CH:8][C:9]([C:12]([OH:14])=[O:13])=[N:10][CH:11]=1)C#C.[F:15][C:16]([F:21])([F:20])[CH:17]([OH:19])[CH3:18].ClC1N=CC(C(OC(C)(C)C)=O)=NC=1. (4) The reactants are: C(OC([N:8](C(OC(C)(C)C)=O)[C:9]1[C:17]2[C:12](=[CH:13][CH:14]=[CH:15][C:16]=2[O:18][C:19]2[CH:24]=[C:23]([N:25]3[CH2:30][CH2:29][N:28]([CH2:31][C:32]4[CH2:37][CH2:36][C:35]([CH3:39])([CH3:38])[CH2:34][C:33]=4[C:40]4[CH:45]=[CH:44][C:43]([Cl:46])=[CH:42][CH:41]=4)[CH2:27][CH2:26]3)[CH:22]=[CH:21][C:20]=2[C:47](=[O:70])[NH:48][S:49]([C:52]2[CH:57]=[CH:56][C:55]([NH:58][CH2:59][C:60]3([F:66])[CH2:65][CH2:64][O:63][CH2:62][CH2:61]3)=[C:54]([N+:67]([O-:69])=[O:68])[CH:53]=2)(=[O:51])=[O:50])[N:11](C(OC(C)(C)C)=O)[N:10]=1)=O)(C)(C)C. Given the product [NH2:8][C:9]1[C:17]2[C:12](=[CH:13][CH:14]=[CH:15][C:16]=2[O:18][C:19]2[CH:24]=[C:23]([N:25]3[CH2:30][CH2:29][N:28]([CH2:31][C:32]4[CH2:37][CH2:36][C:35]([CH3:39])([CH3:38])[CH2:34][C:33]=4[C:40]4[CH:41]=[CH:42][C:43]([Cl:46])=[CH:44][CH:45]=4)[CH2:27][CH2:26]3)[CH:22]=[CH:21][C:20]=2[C:47]([NH:48][S:49]([C:52]2[CH:57]=[CH:56][C:55]([NH:58][CH2:59][C:60]3([F:66])[CH2:65][CH2:64][O:63][CH2:62][CH2:61]3)=[C:54]([N+:67]([O-:69])=[O:68])[CH:53]=2)(=[O:51])=[O:50])=[O:70])[NH:11][N:10]=1, predict the reactants needed to synthesize it.